Dataset: Catalyst prediction with 721,799 reactions and 888 catalyst types from USPTO. Task: Predict which catalyst facilitates the given reaction. (1) Reactant: [CH3:1][O:2][C:3]([C:5]1[C:6]([OH:29])=[C:7]2[C:12](=[C:13](Br)[N:14]=1)[N:11]([CH2:16][CH:17]1[CH2:21][CH2:20][CH2:19][CH2:18]1)[C:10](=[O:22])[C:9]([C:23]1[CH:28]=[CH:27][CH:26]=[CH:25][CH:24]=1)=[CH:8]2)=[O:4].C([Sn](CCCC)(CCCC)[C:35]1[CH:36]=[N:37][CH:38]=[CH:39][CH:40]=1)CCC.CCOC(C)=O.Cl. Product: [CH3:1][O:2][C:3]([C:5]1[C:6]([OH:29])=[C:7]2[C:12](=[C:13]([C:35]3[CH:36]=[N:37][CH:38]=[CH:39][CH:40]=3)[N:14]=1)[N:11]([CH2:16][CH:17]1[CH2:21][CH2:20][CH2:19][CH2:18]1)[C:10](=[O:22])[C:9]([C:23]1[CH:28]=[CH:27][CH:26]=[CH:25][CH:24]=1)=[CH:8]2)=[O:4]. The catalyst class is: 510. (2) The catalyst class is: 93. Product: [N:8]1[C:9]2[C:4](=[CH:3][CH:2]=[CH:11][CH:10]=2)[CH:5]=[CH:6][CH:7]=1. Reactant: O[C:2]1[CH:3]=[C:4]2[C:9](=[CH:10][CH:11]=1)[N:8]=[CH:7][CH:6]=[CH:5]2.CN(C=O)C.BrCCCCCCCCCCCCCCCCBr.C(Br)CCCCCCCCCCCCCCC. (3) Product: [CH3:2][CH2:1][O:3][C:4]1[CH:5]=[C:6]([CH:13]2[CH2:14][CH2:15][N:16]([CH2:19][CH2:20][CH3:21])[CH2:17][CH2:18]2)[CH:7]=[CH:8][C:9]=1[NH2:10]. The catalyst class is: 513. Reactant: [CH2:1]([O:3][C:4]1[CH:5]=[C:6]([C:13]2[CH2:14][CH2:15][N:16]([CH2:19][CH2:20][CH3:21])[CH2:17][CH:18]=2)[CH:7]=[CH:8][C:9]=1[N+:10]([O-])=O)[CH3:2]. (4) Reactant: [CH2:1]([O:8][C:9]1[CH:18]=[C:17]2[C:12]([C:13](Cl)=[CH:14][CH:15]=[N:16]2)=[CH:11][CH:10]=1)[C:2]1[CH:7]=[CH:6][CH:5]=[CH:4][CH:3]=1.[N+:20]([C:23]1[CH:28]=[CH:27][C:26]([OH:29])=[CH:25][CH:24]=1)([O-:22])=[O:21].CCN(C(C)C)C(C)C.C(Cl)Cl. Product: [CH2:1]([O:8][C:9]1[CH:18]=[C:17]2[C:12]([C:13]([O:29][C:26]3[CH:27]=[CH:28][C:23]([N+:20]([O-:22])=[O:21])=[CH:24][CH:25]=3)=[CH:14][CH:15]=[N:16]2)=[CH:11][CH:10]=1)[C:2]1[CH:7]=[CH:6][CH:5]=[CH:4][CH:3]=1. The catalyst class is: 11. (5) Reactant: [C:1]([C:3]1[CH:10]=[CH:9][C:6]([CH:7]=O)=[CH:5][CH:4]=1)#[N:2].[NH:11]1[CH2:16][CH2:15][O:14][CH2:13][CH2:12]1.C(O)(=O)C.C([BH3-])#N.[Na+]. Product: [N:11]1([CH2:7][C:6]2[CH:9]=[CH:10][C:3]([C:1]#[N:2])=[CH:4][CH:5]=2)[CH2:16][CH2:15][O:14][CH2:13][CH2:12]1. The catalyst class is: 26. (6) Reactant: [CH:1]1([N:4]([CH:18]2[CH2:23][CH2:22][NH:21][CH2:20][CH2:19]2)[S:5]([C:8]2[CH:13]=[CH:12][CH:11]=[C:10]([C:14]([F:17])([F:16])[F:15])[CH:9]=2)(=[O:7])=[O:6])[CH2:3][CH2:2]1.C1C=CC2N(O)N=NC=2C=1.CCN=C=NCCCN(C)C.[OH:45][C:46]1[CH:54]=[CH:53][C:49]([C:50](O)=[O:51])=[CH:48][N:47]=1. Product: [CH:1]1([N:4]([CH:18]2[CH2:23][CH2:22][N:21]([C:50]([C:49]3[CH:53]=[CH:54][C:46](=[O:45])[NH:47][CH:48]=3)=[O:51])[CH2:20][CH2:19]2)[S:5]([C:8]2[CH:13]=[CH:12][CH:11]=[C:10]([C:14]([F:17])([F:15])[F:16])[CH:9]=2)(=[O:6])=[O:7])[CH2:3][CH2:2]1. The catalyst class is: 3. (7) The catalyst class is: 269. Product: [ClH:1].[Cl:1][C:2]1[CH:3]=[C:4]([NH:9][C:10]([CH:12]2[CH2:13][CH2:14][NH:15][CH2:16][CH2:17]2)=[O:11])[CH:5]=[CH:6][C:7]=1[Cl:8]. Reactant: [Cl:1][C:2]1[CH:3]=[C:4]([NH:9][C:10]([CH:12]2[CH2:17][CH2:16][N:15](C(OC(C)(C)C)=O)[CH2:14][CH2:13]2)=[O:11])[CH:5]=[CH:6][C:7]=1[Cl:8].Cl. (8) Reactant: [Br:1][C:2]1[CH:3]=[CH:4][CH:5]=[C:6]2[C:11]=1[NH:10][C:9](=[S:12])[N:8]([CH3:13])[C:7]2=[O:14].[C:15](=O)([O-])[O-].[K+].[K+].N[C@H](C(O)=O)CCSC. Product: [Br:1][C:2]1[CH:3]=[CH:4][CH:5]=[C:6]2[C:11]=1[N:10]=[C:9]([S:12][CH3:15])[N:8]([CH3:13])[C:7]2=[O:14]. The catalyst class is: 1.